This data is from Catalyst prediction with 721,799 reactions and 888 catalyst types from USPTO. The task is: Predict which catalyst facilitates the given reaction. (1) Reactant: [C:1](Cl)(Cl)=[S:2].[Br:5][C:6]1[CH:7]=[C:8]([CH:12]([C:14]2[CH:19]=[CH:18][C:17]([O:20][CH3:21])=[CH:16][CH:15]=2)[NH2:13])[CH:9]=[CH:10][CH:11]=1. Product: [Br:5][C:6]1[CH:11]=[CH:10][CH:9]=[C:8]([CH:12]([N:13]=[C:1]=[S:2])[C:14]2[CH:19]=[CH:18][C:17]([O:20][CH3:21])=[CH:16][CH:15]=2)[CH:7]=1. The catalyst class is: 503. (2) Reactant: [Cl:1][C:2]1[CH:11]=[CH:10][CH:9]=[C:8]2[C:3]=1[C:4](=[O:21])[N:5]([C:14]1[CH:19]=[CH:18][CH:17]=[CH:16][C:15]=1[F:20])[C:6]([CH2:12]Cl)=[N:7]2.[N:22]1[C:30]([NH2:31])=[C:29]2[C:25]([N:26]=[CH:27][NH:28]2)=[N:24][CH:23]=1.C([O-])([O-])=O.[K+].[K+]. Product: [NH2:31][C:30]1[N:22]=[CH:23][N:24]=[C:25]2[C:29]=1[N:28]=[CH:27][N:26]2[CH2:12][C:6]1[N:5]([C:14]2[CH:19]=[CH:18][CH:17]=[CH:16][C:15]=2[F:20])[C:4](=[O:21])[C:3]2[C:8](=[CH:9][CH:10]=[CH:11][C:2]=2[Cl:1])[N:7]=1. The catalyst class is: 3. (3) Reactant: [CH3:1][O:2][CH2:3][O:4][C:5]1[CH:10]=[CH:9][CH:8]=[CH:7][C:6]=1[C:11]([F:14])([F:13])[F:12].CCCCCC.C([Li])CCC.CC(C)([O-])C.[K+].[C:32](=[O:34])=[O:33].[OH-].[Na+]. Product: [CH3:1][O:2][CH2:3][O:4][C:5]1[C:6]([C:11]([F:12])([F:13])[F:14])=[CH:7][CH:8]=[CH:9][C:10]=1[C:32]([OH:34])=[O:33]. The catalyst class is: 30. (4) The catalyst class is: 3. Product: [C:1]([N:22]1[CH2:23][CH2:24][CH:25]([CH2:28][N:29]([CH3:40])[C:30](=[O:37])[C:31]2[CH:36]=[CH:35][CH:34]=[N:33][CH:32]=2)[CH2:26][CH2:27]1)(=[O:21])[CH2:2][CH2:3][CH2:4]/[CH:5]=[CH:6]\[CH2:7]/[CH:8]=[CH:9]\[CH2:10]/[CH:11]=[CH:12]\[CH2:13]/[CH:14]=[CH:15]\[CH2:16]/[CH:17]=[CH:18]\[CH2:19][CH3:20]. Reactant: [C:1]([N:22]1[CH2:27][CH2:26][CH:25]([CH2:28][NH:29][C:30](=[O:37])[C:31]2[CH:36]=[CH:35][CH:34]=[N:33][CH:32]=2)[CH2:24][CH2:23]1)(=[O:21])[CH2:2][CH2:3][CH2:4]/[CH:5]=[CH:6]\[CH2:7]/[CH:8]=[CH:9]\[CH2:10]/[CH:11]=[CH:12]\[CH2:13]/[CH:14]=[CH:15]\[CH2:16]/[CH:17]=[CH:18]\[CH2:19][CH3:20].[H-].[Na+].[CH3:40]I.